This data is from Forward reaction prediction with 1.9M reactions from USPTO patents (1976-2016). The task is: Predict the product of the given reaction. (1) Given the reactants [H-].[Na+].Cl[C:4]1[CH:9]=[CH:8][N:7]=[C:6]2[O:10][C:11]3([CH:17]4[CH2:18][CH2:19][N:14]([CH2:15][CH2:16]4)[CH2:13]3)[CH2:12][C:5]=12.[C:20]1([SH:26])[CH:25]=[CH:24][CH:23]=[CH:22][CH:21]=1.CO, predict the reaction product. The product is: [C:20]1([S:26][C:4]2[CH:9]=[CH:8][N:7]=[C:6]3[O:10][C:11]4([CH:17]5[CH2:18][CH2:19][N:14]([CH2:15][CH2:16]5)[CH2:13]4)[CH2:12][C:5]=23)[CH:25]=[CH:24][CH:23]=[CH:22][CH:21]=1. (2) Given the reactants [CH3:1][O:2][C:3]1[CH:4]=[C:5]([CH:10]=[C:11]([N+:15]([O-:17])=[O:16])[C:12]=1[O:13][CH3:14])[C:6](Cl)=NC.[N:18]1[NH:19]N=[N:21][C:22]=1[C:23]1[C:24]([C:29]([F:32])([F:31])[F:30])=[N:25][CH:26]=[CH:27][CH:28]=1.N1C=CC=C[CH:34]=1, predict the reaction product. The product is: [CH3:1][O:2][C:3]1[CH:4]=[C:5]([C:6]2[N:21]([CH3:34])[C:22]([C:23]3[C:24]([C:29]([F:32])([F:31])[F:30])=[N:25][CH:26]=[CH:27][CH:28]=3)=[N:18][N:19]=2)[CH:10]=[C:11]([N+:15]([O-:17])=[O:16])[C:12]=1[O:13][CH3:14]. (3) Given the reactants [NH:1]1[CH2:6][CH2:5][NH:4][CH2:3][C:2]1=[O:7].C[O:9][C:10]([C:12]1[C:16]([NH:17][C:18]([C:20]2[C:25]([NH:26][C:27]3[CH:28]=[N:29][CH:30]=[N:31][CH:32]=3)=[CH:24][CH:23]=[C:22]([CH:33]3[CH2:35][CH2:34]3)[N:21]=2)=[O:19])=[CH:15][N:14]([CH3:36])[N:13]=1)=O, predict the reaction product. The product is: [CH3:36][N:14]1[CH:15]=[C:16]([NH:17][C:18]([C:20]2[C:25]([NH:26][C:27]3[CH:32]=[N:31][CH:30]=[N:29][CH:28]=3)=[CH:24][CH:23]=[C:22]([CH:33]3[CH2:34][CH2:35]3)[N:21]=2)=[O:19])[C:12]([C:10]([N:4]2[CH2:5][CH2:6][NH:1][C:2](=[O:7])[CH2:3]2)=[O:9])=[N:13]1. (4) Given the reactants [C:1]([C@@H:3]([NH:12][C:13]([C:15]1([NH:21][C:22](=[O:28])[O:23][C:24]([CH3:27])([CH3:26])[CH3:25])[CH2:20][CH2:19][O:18][CH2:17][CH2:16]1)=[O:14])[CH2:4][C:5]1[CH:10]=[CH:9][C:8](I)=[CH:7][CH:6]=1)#[N:2].C([O-])(=O)C.[K+].CC1(C)C(C)(C)OB([C:42]2[CH:43]=[C:44]3[C:48](=[CH:49][CH:50]=2)[C:47](=[O:51])[NH:46][CH2:45]3)O1, predict the reaction product. The product is: [C:1]([C@@H:3]([NH:12][C:13]([C:15]1([NH:21][C:22](=[O:28])[O:23][C:24]([CH3:27])([CH3:26])[CH3:25])[CH2:20][CH2:19][O:18][CH2:17][CH2:16]1)=[O:14])[CH2:4][C:5]1[CH:10]=[CH:9][C:8]([C:42]2[CH:43]=[C:44]3[C:48](=[CH:49][CH:50]=2)[C:47](=[O:51])[NH:46][CH2:45]3)=[CH:7][CH:6]=1)#[N:2]. (5) Given the reactants [Br:1][C:2]1[CH:3]=[C:4]([NH2:8])[CH:5]=[N:6][CH:7]=1.[F:9][C:10]1[CH:15]=[C:14]([F:16])[CH:13]=[CH:12][C:11]=1[S:17](Cl)(=[O:19])=[O:18], predict the reaction product. The product is: [Br:1][C:2]1[CH:3]=[C:4]([NH:8][S:17]([C:11]2[CH:12]=[CH:13][C:14]([F:16])=[CH:15][C:10]=2[F:9])(=[O:19])=[O:18])[CH:5]=[N:6][CH:7]=1. (6) Given the reactants Br[C:2]1[CH:13]=[CH:12][C:5]([CH2:6][O:7][Si:8]([CH3:11])([CH3:10])[CH3:9])=[C:4]([CH3:14])[CH:3]=1.[CH3:15][Si:16]([C:19]#[CH:20])([CH3:18])[CH3:17], predict the reaction product. The product is: [CH3:14][C:4]1[CH:3]=[C:2]([C:20]#[C:19][Si:16]([CH3:18])([CH3:17])[CH3:15])[CH:13]=[CH:12][C:5]=1[CH2:6][O:7][Si:8]([CH3:11])([CH3:10])[CH3:9].